From a dataset of Reaction yield outcomes from USPTO patents with 853,638 reactions. Predict the reaction yield, written as a fraction of the theoretical maximum amount of product (1.0 means a 100% yield; for example, 0.34 means a 34% yield). The reactants are CB1N2CCC[C@H]2C(C2C=CC=CC=2)(C2C=CC=CC=2)O1.[C:22]([C:25]1[C:26]([O:45][CH3:46])=[C:27]([CH:34]2[CH2:37][N:36]([C:38]([O:40][C:41]([CH3:44])([CH3:43])[CH3:42])=[O:39])[CH2:35]2)[C:28]([C:32]#[N:33])=[C:29]([Cl:31])[CH:30]=1)(=[O:24])[CH3:23]. The catalyst is O1CCCC1. The product is [Cl:31][C:29]1[C:28]([C:32]#[N:33])=[C:27]([CH:34]2[CH2:35][N:36]([C:38]([O:40][C:41]([CH3:43])([CH3:42])[CH3:44])=[O:39])[CH2:37]2)[C:26]([O:45][CH3:46])=[C:25]([CH:22]([OH:24])[CH3:23])[CH:30]=1. The yield is 0.970.